From a dataset of Reaction yield outcomes from USPTO patents with 853,638 reactions. Predict the reaction yield, written as a fraction of the theoretical maximum amount of product (1.0 means a 100% yield; for example, 0.34 means a 34% yield). The reactants are Cl[C:2]1[CH:7]=[C:6]([O:8][C:9]2[C:14]([F:15])=[CH:13][C:12]([NH:16][C:17](=[O:26])[O:18][CH2:19][C:20]3[CH:25]=[CH:24][CH:23]=[CH:22][CH:21]=3)=[C:11]([F:27])[CH:10]=2)[N:5]=[CH:4][N:3]=1.[N-:28]=[N+:29]=[N-:30].[Na+]. The catalyst is CN(C)C=O. The product is [N:28]([C:2]1[CH:7]=[C:6]([O:8][C:9]2[C:14]([F:15])=[CH:13][C:12]([NH:16][C:17](=[O:26])[O:18][CH2:19][C:20]3[CH:25]=[CH:24][CH:23]=[CH:22][CH:21]=3)=[C:11]([F:27])[CH:10]=2)[N:5]=[CH:4][N:3]=1)=[N+:29]=[N-:30]. The yield is 0.340.